This data is from Full USPTO retrosynthesis dataset with 1.9M reactions from patents (1976-2016). The task is: Predict the reactants needed to synthesize the given product. (1) Given the product [CH3:30][CH:29]([N:32]1[CH2:37][CH2:36][N:35]([CH2:26][CH2:25][C:24]([N:8]2[C:9]3[C:5](=[CH:4][C:3]([O:2][CH3:1])=[C:11]([N+:12]([O-:14])=[O:13])[CH:10]=3)[CH2:6][CH2:7]2)=[O:27])[CH2:34][CH2:33]1)[CH3:31], predict the reactants needed to synthesize it. The reactants are: [CH3:1][O:2][C:3]1[CH:4]=[C:5]2[C:9](=[CH:10][C:11]=1[N+:12]([O-:14])=[O:13])[NH:8][CH2:7][CH2:6]2.C(N(C(C)C)CC)(C)C.[C:24](Cl)(=[O:27])[CH:25]=[CH2:26].[CH:29]([N:32]1[CH2:37][CH2:36][NH:35][CH2:34][CH2:33]1)([CH3:31])[CH3:30]. (2) Given the product [CH2:1]([C:9]1[CH:16]=[CH:15][CH:14]=[CH:13][C:10]=1[CH2:11][NH:17][C:18]1[CH:19]=[CH:20][C:21]([C:22]([O:24][CH3:25])=[O:23])=[CH:26][CH:27]=1)[CH2:2][C:3]1[CH:8]=[CH:7][CH:6]=[CH:5][CH:4]=1, predict the reactants needed to synthesize it. The reactants are: [CH2:1]([C:9]1[CH:16]=[CH:15][CH:14]=[CH:13][C:10]=1[CH:11]=O)[CH2:2][C:3]1[CH:8]=[CH:7][CH:6]=[CH:5][CH:4]=1.[NH2:17][C:18]1[CH:27]=[CH:26][C:21]([C:22]([O:24][CH3:25])=[O:23])=[CH:20][CH:19]=1. (3) Given the product [Cl:1][C:2]1[CH:17]=[CH:16][C:5]([O:6][C:7]2[CH:8]=[C:9]([CH:13]=[CH:14][CH:15]=2)[C:10]([NH2:21])=[O:11])=[C:4]([N+:18]([O-:20])=[O:19])[CH:3]=1, predict the reactants needed to synthesize it. The reactants are: [Cl:1][C:2]1[CH:17]=[CH:16][C:5]([O:6][C:7]2[CH:8]=[C:9]([CH:13]=[CH:14][CH:15]=2)[C:10](Cl)=[O:11])=[C:4]([N+:18]([O-:20])=[O:19])[CH:3]=1.[NH4+:21].[OH-]. (4) Given the product [F:25][C:24]([F:27])([F:26])[C:22]([OH:28])=[O:23].[NH:7]1[CH:11]=[C:10]([C:12]2[CH:13]=[C:14]([CH:17]=[CH:18][CH:19]=2)[C:15]#[N:16])[CH:9]=[N:8]1, predict the reactants needed to synthesize it. The reactants are: C[Si](C)(C)CCOC[N:7]1[CH:11]=[C:10]([C:12]2[CH:13]=[C:14]([CH:17]=[CH:18][CH:19]=2)[C:15]#[N:16])[CH:9]=[N:8]1.[C:22]([OH:28])([C:24]([F:27])([F:26])[F:25])=[O:23]. (5) Given the product [CH2:9]([C:16]1[C:21]([CH3:22])=[C:20]([CH3:23])[C:19]([N:1]2[CH2:6][CH2:5][CH:4]([CH2:7][OH:8])[CH2:3][CH2:2]2)=[N:18][CH:25]=1)[C:10]1[CH:15]=[CH:14][CH:13]=[CH:12][CH:11]=1, predict the reactants needed to synthesize it. The reactants are: [NH:1]1[CH2:6][CH2:5][CH:4]([CH2:7][OH:8])[CH2:3][CH2:2]1.[CH2:9]([C:16]1N=[N:18][C:19](Cl)=[C:20]([CH3:23])[C:21]=1[CH3:22])[C:10]1[CH:15]=[CH:14][CH:13]=[CH:12][CH:11]=1.[CH3:25]N1C(=O)CCC1. (6) Given the product [Br:1][C:2]1[C:3]([CH3:14])=[C:4]2[C:9](=[C:10]([CH3:12])[CH:11]=1)[S:8][CH2:7][CH2:6][CH:5]2[OH:13], predict the reactants needed to synthesize it. The reactants are: [Br:1][C:2]1[C:3]([CH3:14])=[C:4]2[C:9](=[C:10]([CH3:12])[CH:11]=1)[S:8][CH2:7][CH2:6][C:5]2=[O:13].[BH4-].[Na+].Cl. (7) Given the product [Br:1][C:2]1[CH:3]=[C:4]2[C:9](=[CH:10][CH:11]=1)[C:8]([Cl:15])=[N:7][N:6]=[CH:5]2, predict the reactants needed to synthesize it. The reactants are: [Br:1][C:2]1[CH:3]=[C:4]2[C:9](=[CH:10][CH:11]=1)[C:8](=O)[NH:7][N:6]=[CH:5]2.P(Cl)(Cl)([Cl:15])=O.C(N(C(C)C)CC)(C)C.